Dataset: Reaction yield outcomes from USPTO patents with 853,638 reactions. Task: Predict the reaction yield, written as a fraction of the theoretical maximum amount of product (1.0 means a 100% yield; for example, 0.34 means a 34% yield). (1) The reactants are [NH2:1][C:2]1[CH:3]=[C:4](B(O)O)[CH:5]=[CH:6][CH:7]=1.Br[C:12]1[CH:13]=[C:14]([C:18]2[N:23]([CH2:24][C:25]3[CH:30]=[CH:29][C:28]([CH3:31])=[CH:27][C:26]=3[CH3:32])[C:22](=[O:33])[C:21]([C:34]#[N:35])=[C:20]([C:36]([F:39])([F:38])[F:37])[CH:19]=2)[CH:15]=[CH:16][CH:17]=1.C([O-])([O-])=O.[K+].[K+].O. The catalyst is COCCOC.C1C=CC([P]([Pd]([P](C2C=CC=CC=2)(C2C=CC=CC=2)C2C=CC=CC=2)([P](C2C=CC=CC=2)(C2C=CC=CC=2)C2C=CC=CC=2)[P](C2C=CC=CC=2)(C2C=CC=CC=2)C2C=CC=CC=2)(C2C=CC=CC=2)C2C=CC=CC=2)=CC=1. The product is [NH2:1][C:2]1[CH:3]=[C:4]([C:16]2[CH:17]=[CH:12][CH:13]=[C:14]([C:18]3[N:23]([CH2:24][C:25]4[CH:30]=[CH:29][C:28]([CH3:31])=[CH:27][C:26]=4[CH3:32])[C:22](=[O:33])[C:21]([C:34]#[N:35])=[C:20]([C:36]([F:39])([F:38])[F:37])[CH:19]=3)[CH:15]=2)[CH:5]=[CH:6][CH:7]=1. The yield is 0.680. (2) The reactants are [Br:1][C:2]1[CH:7]=[CH:6][C:5]([OH:8])=[CH:4][C:3]=1[F:9].C1(P(C2C=CC=CC=2)C2C=CC=CC=2)C=CC=CC=1.[CH3:29][N:30]1[CH2:35][CH2:34][N:33]([CH2:36][CH2:37]O)[CH2:32][CH2:31]1.N(C(OC(C)C)=O)=NC(OC(C)C)=O. The catalyst is C(Cl)Cl. The product is [Br:1][C:2]1[CH:7]=[CH:6][C:5]([O:8][CH2:37][CH2:36][N:33]2[CH2:34][CH2:35][N:30]([CH3:29])[CH2:31][CH2:32]2)=[CH:4][C:3]=1[F:9]. The yield is 0.330.